This data is from Drug-target binding data from BindingDB patent sources. The task is: Regression. Given a target protein amino acid sequence and a drug SMILES string, predict the binding affinity score between them. We predict pAffinity (pAffinity = -log10(affinity in M)). Dataset: bindingdb_patent. (1) The small molecule is N(\N=C\c1ccccc1)c1nnn[nH]1. The target protein (P32929) has sequence MQEKDASSQGFLPHFQHFATQAIHVGQDPEQWTSRAVVPPISLSTTFKQGAPGQHSGFEYSRSGNPTRNCLEKAVAALDGAKYCLAFASGLAATVTITHLLKAGDQIICMDDVYGGTNRYFRQVASEFGLKISFVDCSKIKLLEAAITPETKLVWIETPTNPTQKVIDIEGCAHIVHKHGDIILVVDNTFMSPYFQRPLALGADISMYSATKYMNGHSDVVMGLVSVNCESLHNRLRFLQNSLGAVPSPIDCYLCNRGLKTLHVRMEKHFKNGMAVAQFLESNPWVEKVIYPGLPSHPQHELVKRQCTGCTGMVTFYIKGTLQHAEIFLKNLKLFTLAESLGGFESLAELPAIMTHASVLKNDRDVLGISDTLIRLSVGLEDEEDLLEDLDQALKAAHPPSGSHS. The pAffinity is 4.3. (2) The small molecule is CN1CCN(CC1)C(=O)CN1CN(c2ccccc2)C2(CCN(CC2)C(=O)c2cnc3[nH]ncc3c2)C1=O. The target protein (Q08345) has sequence MGPEALSSLLLLLLVASGDADMKGHFDPAKCRYALGMQDRTIPDSDISASSSWSDSTAARHSRLESSDGDGAWCPAGSVFPKEEEYLQVDLQRLHLVALVGTQGRHAGGLGKEFSRSYRLRYSRDGRRWMGWKDRWGQEVISGNEDPEGVVLKDLGPPMVARLVRFYPRADRVMSVCLRVELYGCLWRDGLLSYTAPVGQTMYLSEAVYLNDSTYDGHTVGGLQYGGLGQLADGVVGLDDFRKSQELRVWPGYDYVGWSNHSFSSGYVEMEFEFDRLRAFQAMQVHCNNMHTLGARLPGGVECRFRRGPAMAWEGEPMRHNLGGNLGDPRARAVSVPLGGRVARFLQCRFLFAGPWLLFSEISFISDVVNNSSPALGGTFPPAPWWPPGPPPTNFSSLELEPRGQQPVAKAEGSPTAILIGCLVAIILLLLLIIALMLWRLHWRRLLSKAERRVLEEELTVHLSVPGDTILINNRPGPREPPPYQEPRPRGNPPHSAPCV.... The pAffinity is 5.9. (3) The drug is CC(C)(C)c1ccc(Nc2cccc(c2)C(O)=O)cc1. The target protein (P52895) has sequence MDSKYQCVKLNDGHFMPVLGFGTYAPAEVPKSKALEAVKLAIEAGFHHIDSAHVYNNEEQVGLAIRSKIADGSVKREDIFYTSKLWSNSHRPELVRPALERSLKNLQLDYVDLYLIHFPVSVKPGEEVIPKDENGKILFDTVDLCATWEAMEKCKDAGLAKSIGVSNFNHRLLEMILNKPGLKYKPVCNQVECHPYFNQRKLLDFCKSKDIVLVAYSALGSHREEPWVDPNSPVLLEDPVLCALAKKHKRTPALIALRYQLQRGVVVLAKSYNEQRIRQNVQVFEFQLTSEEMKAIDGLNRNVRYLTLDIFAGPPNYPFSDEY. The pAffinity is 4.5. (4) The small molecule is COc1cccc(Sc2cnc(N3CCC4(CO[C@@H](C)[C@H]4N)CC3)n(C)c2=O)c1Cl. The target protein (Q06124) has sequence MTSRRWFHPNITGVEAENLLLTRGVDGSFLARPSKSNPGDFTLSVRRNGAVTHIKIQNTGDYYDLYGGEKFATLAELVQYYMEHHGQLKEKNGDVIELKYPLNCADPTSERWFHGHLSGKEAEKLLTEKGKHGSFLVRESQSHPGDFVLSVRTGDDKGESNDGKSKVTHVMIRCQELKYDVGGGERFDSLTDLVEHYKKNPMVETLGTVLQLKQPLNTTRINAAEIESRVRELSKLAETTDKVKQGFWEEFETLQQQECKLLYSRKEGQRQENKNKNRYKNILPFDHTRVVLHDGDPNEPVSDYINANIIMPEFETKCNNSKPKKSYIATQGCLQNTVNDFWRMVFQENSRVIVMTTKEVERGKSKCVKYWPDEYALKEYGVMRVRNVKESAAHDYTLRELKLSKVGQALLQGNTERTVWQYHFRTWPDHGVPSDPGGVLDFLEEVHHKQESIMDAGPVVVHCSAGIGRTGTFIVIDILIDIIREKGVDCDIDVPKTIQM.... The pAffinity is 7.5. (5) The small molecule is Cc1ccc(cc1)-c1sc(nc1-c1ccc(cc1)C#N)C(=O)N1CCC[C@@H](N)C1. The target protein (O60341) has sequence MLSGKKAAAAAAAAAAAATGTEAGPGTAGGSENGSEVAAQPAGLSGPAEVGPGAVGERTPRKKEPPRASPPGGLAEPPGSAGPQAGPTVVPGSATPMETGIAETPEGRRTSRRKRAKVEYREMDESLANLSEDEYYSEEERNAKAEKEKKLPPPPPQAPPEEENESEPEEPSGVEGAAFQSRLPHDRMTSQEAACFPDIISGPQQTQKVFLFIRNRTLQLWLDNPKIQLTFEATLQQLEAPYNSDTVLVHRVHSYLERHGLINFGIYKRIKPLPTKKTGKVIIIGSGVSGLAAARQLQSFGMDVTLLEARDRVGGRVATFRKGNYVADLGAMVVTGLGGNPMAVVSKQVNMELAKIKQKCPLYEANGQAVPKEKDEMVEQEFNRLLEATSYLSHQLDFNVLNNKPVSLGQALEVVIQLQEKHVKDEQIEHWKKIVKTQEELKELLNKMVNLKEKIKELHQQYKEASEVKPPRDITAEFLVKSKHRDLTALCKEYDELAET.... The pAffinity is 7.0.